From a dataset of Forward reaction prediction with 1.9M reactions from USPTO patents (1976-2016). Predict the product of the given reaction. (1) Given the reactants Br[C:2]1[CH:3]=[C:4]2[C@@:15]3([CH2:19][O:18][C:17]([NH2:20])=[N:16]3)[C:14]3[CH:13]=[C:12](Cl)[N:11]=[C:10]([F:22])[C:9]=3[O:8][C:5]2=[CH:6][CH:7]=1.[F:23][C:24]1[CH:25]=[C:26](B(O)O)[CH:27]=[N:28][CH:29]=1.Cl.[F:34][C:35]1([F:41])[CH2:40][CH2:39][NH:38][CH2:37][CH2:36]1, predict the reaction product. The product is: [F:34][C:35]1([F:41])[CH2:40][CH2:39][N:38]([C:12]2[N:11]=[C:10]([F:22])[C:9]3[O:8][C:5]4[C:4]([C@@:15]5([CH2:19][O:18][C:17]([NH2:20])=[N:16]5)[C:14]=3[CH:13]=2)=[CH:3][C:2]([C:26]2[CH:27]=[N:28][CH:29]=[C:24]([F:23])[CH:25]=2)=[CH:7][CH:6]=4)[CH2:37][CH2:36]1. (2) Given the reactants [F:1][C:2]1[C:28]([F:29])=[CH:27][CH:26]=[CH:25][C:3]=1[CH2:4][S:5][C:6]1[N:15]=[C:14]([NH:16][C@@H:17]([CH2:22][OH:23])[CH2:18][CH:19]([CH3:21])[CH3:20])[C:13]2[N:12]=[CH:11][C:10](=[O:24])[NH:9][C:8]=2[N:7]=1.S([O-])(O[O-])(=O)=[O:31].[K+].[K+].[O-]S([O-])(=S)=O.[Na+].[Na+].[OH2:45], predict the reaction product. The product is: [F:1][C:2]1[C:28]([F:29])=[CH:27][CH:26]=[CH:25][C:3]=1[CH2:4][S:5]([C:6]1[N:15]=[C:14]([NH:16][C@@H:17]([CH2:22][OH:23])[CH2:18][CH:19]([CH3:21])[CH3:20])[C:13]2[N:12]=[CH:11][C:10](=[O:24])[NH:9][C:8]=2[N:7]=1)(=[O:31])=[O:45]. (3) Given the reactants [CH2:1]([O:3][C:4]([C@@H:6]1[C@H:8]([C:9]2[CH:14]=[CH:13][CH:12]=[CH:11][CH:10]=2)[C@H:7]1[C:15]1[CH:20]=[CH:19][CH:18]=[C:17](Br)[CH:16]=1)=[O:5])[CH3:2].[CH3:22]B1OB(C)OB(C)O1.C(=O)([O-])[O-].[Cs+].[Cs+], predict the reaction product. The product is: [CH2:1]([O:3][C:4]([C@H:6]1[C@H:7]([C:15]2[CH:16]=[C:17]([CH3:22])[CH:18]=[CH:19][CH:20]=2)[C@H:8]1[C:9]1[CH:14]=[CH:13][CH:12]=[CH:11][CH:10]=1)=[O:5])[CH3:2]. (4) Given the reactants [ClH:1].[C:2]1([NH:8][CH:9]([C:13]2[S:14][CH:15]=[CH:16][CH:17]=2)[C:10]([OH:12])=[O:11])[CH:7]=[CH:6][CH:5]=[CH:4][CH:3]=1.C1CCC(N=C=NC2CCCCC2)CC1.C1C=CC2N(O)N=NC=2C=1.[N:43]12[CH2:50][CH2:49][CH:46]([CH2:47][CH2:48]1)[C@@H:45](O)[CH2:44]2, predict the reaction product. The product is: [ClH:1].[N:43]12[CH2:50][CH2:49][CH:46]([CH2:47][CH2:48]1)[C@@H:45]([O:11][C:10](=[O:12])[CH:9]([NH:8][C:2]1[CH:3]=[CH:4][CH:5]=[CH:6][CH:7]=1)[C:13]1[S:14][CH:15]=[CH:16][CH:17]=1)[CH2:44]2. (5) Given the reactants [CH:1]1([CH:4]([C:18]2[CH:23]=[CH:22][CH:21]=[CH:20][CH:19]=2)[NH:5][C:6]([C:8]2[CH:9]=[C:10]3[C:14](=[CH:15][CH:16]=2)[NH:13][N:12]=[C:11]3I)=[O:7])[CH2:3][CH2:2]1.[O:24]1[CH2:27][CH:26]([N:28]2[CH2:31][CH:30]([O:32][C:33]3[CH:38]=[CH:37][C:36](B4OC(C)(C)C(C)(C)O4)=[CH:35][CH:34]=3)[CH2:29]2)[CH2:25]1.C([O-])([O-])=O.[Na+].[Na+], predict the reaction product. The product is: [CH:1]1([CH:4]([C:18]2[CH:23]=[CH:22][CH:21]=[CH:20][CH:19]=2)[NH:5][C:6]([C:8]2[CH:9]=[C:10]3[C:14](=[CH:15][CH:16]=2)[NH:13][N:12]=[C:11]3[C:36]2[CH:37]=[CH:38][C:33]([O:32][CH:30]3[CH2:31][N:28]([CH:26]4[CH2:27][O:24][CH2:25]4)[CH2:29]3)=[CH:34][CH:35]=2)=[O:7])[CH2:3][CH2:2]1. (6) Given the reactants [NH2:1][C:2]1[N:7]=[C:6]([C:8]2[S:9][CH:10]=[CH:11][N:12]=2)[N:5]=[C:4](O)[CH:3]=1.P(Cl)(Cl)([Cl:16])=O, predict the reaction product. The product is: [Cl:16][C:4]1[N:5]=[C:6]([C:8]2[S:9][CH:10]=[CH:11][N:12]=2)[N:7]=[C:2]([NH2:1])[CH:3]=1. (7) The product is: [OH:12][C:9]1[CH:10]=[CH:11][C:6]([CH2:5][C:4]([OH:15])=[O:3])=[CH:7][C:8]=1[O:13][CH3:14]. Given the reactants C([O:3][C:4](=[O:15])[CH2:5][C:6]1[CH:11]=[CH:10][C:9]([OH:12])=[C:8]([O:13][CH3:14])[CH:7]=1)C, predict the reaction product.